Dataset: Forward reaction prediction with 1.9M reactions from USPTO patents (1976-2016). Task: Predict the product of the given reaction. (1) Given the reactants [C:1]1([CH:7]2[NH:12][CH2:11][CH2:10][NH:9][C:8]2=[O:13])[CH:6]=[CH:5][CH:4]=[CH:3][CH:2]=1.[C:14](O[C:14]([O:16][C:17]([CH3:20])([CH3:19])[CH3:18])=[O:15])([O:16][C:17]([CH3:20])([CH3:19])[CH3:18])=[O:15].C(N(CC)CC)C, predict the reaction product. The product is: [O:13]=[C:8]1[NH:9][CH2:10][CH2:11][N:12]([C:14]([O:16][C:17]([CH3:20])([CH3:19])[CH3:18])=[O:15])[CH:7]1[C:1]1[CH:2]=[CH:3][CH:4]=[CH:5][CH:6]=1. (2) Given the reactants [CH:1]1([CH2:4][O:5][C:6]2[C:27]([O:28][CH3:29])=[CH:26][C:9]3[C:10]4[N:15]([CH:16]([CH2:18][CH3:19])[CH2:17][C:8]=3[CH:7]=2)[CH:14]=[C:13]([C:20]([O:22]CC)=[O:21])[C:12](=[O:25])[CH:11]=4)[CH2:3][CH2:2]1.O[Li].O, predict the reaction product. The product is: [CH:1]1([CH2:4][O:5][C:6]2[C:27]([O:28][CH3:29])=[CH:26][C:9]3[C:10]4[N:15]([CH:16]([CH2:18][CH3:19])[CH2:17][C:8]=3[CH:7]=2)[CH:14]=[C:13]([C:20]([OH:22])=[O:21])[C:12](=[O:25])[CH:11]=4)[CH2:3][CH2:2]1.